Dataset: Peptide-MHC class II binding affinity with 134,281 pairs from IEDB. Task: Regression. Given a peptide amino acid sequence and an MHC pseudo amino acid sequence, predict their binding affinity value. This is MHC class II binding data. The peptide sequence is SCKSCWQKFDSLVRC. The MHC is H-2-IAd with pseudo-sequence H-2-IAd. The binding affinity (normalized) is 0.438.